The task is: Predict the product of the given reaction.. This data is from Forward reaction prediction with 1.9M reactions from USPTO patents (1976-2016). (1) Given the reactants [F-].C([N+](CCCC)(CCCC)CCCC)CCC.[F:19][C:20]1[C:25]([O:26][C:27](=[O:32])[C:28]([CH3:31])([CH3:30])[CH3:29])=[CH:24][N:23]=[C:22]2[N:33]([Si](C(C)C)(C(C)C)C(C)C)[CH:34]=[CH:35][C:21]=12.CCOC(C)=O, predict the reaction product. The product is: [F:19][C:20]1[C:25]([O:26][C:27](=[O:32])[C:28]([CH3:31])([CH3:30])[CH3:29])=[CH:24][N:23]=[C:22]2[NH:33][CH:34]=[CH:35][C:21]=12. (2) Given the reactants [S:1]1[C:5]2[CH:6]=[CH:7][CH:8]=[CH:9][C:4]=2[N:3]=[CH:2]1.C([Li])CCC.[CH3:15][C:16]([CH3:20])([CH3:19])[CH:17]=[O:18].O, predict the reaction product. The product is: [S:1]1[C:5]2[CH:6]=[CH:7][CH:8]=[CH:9][C:4]=2[N:3]=[C:2]1[CH:17]([OH:18])[C:16]([CH3:20])([CH3:19])[CH3:15].